This data is from Forward reaction prediction with 1.9M reactions from USPTO patents (1976-2016). The task is: Predict the product of the given reaction. (1) Given the reactants [Br:1][C:2]1[CH:7]=[CH:6][C:5]([CH2:8][NH2:9])=[C:4]([F:10])[CH:3]=1.[CH2:11]([S:13](Cl)(=[O:15])=[O:14])[CH3:12], predict the reaction product. The product is: [Br:1][C:2]1[CH:7]=[CH:6][C:5]([CH2:8][NH:9][S:13]([CH2:11][CH3:12])(=[O:15])=[O:14])=[C:4]([F:10])[CH:3]=1. (2) The product is: [Br:12][CH:7]1[C:6](=[O:11])[CH2:5][CH:4]([CH:1]([CH3:3])[CH3:2])[CH2:9][C:8]1=[O:10]. Given the reactants [CH:1]([CH:4]1[CH2:9][C:8](=[O:10])[CH2:7][C:6](=[O:11])[CH2:5]1)([CH3:3])[CH3:2].[Br:12]Br, predict the reaction product. (3) Given the reactants [NH2:1][C:2]1[CH:7]=[CH:6][C:5]([C:8]2[CH:13]=[N:12][CH:11]=[C:10]3[N:14]([CH3:18])[N:15]=[C:16]([NH2:17])[C:9]=23)=[CH:4][CH:3]=1.[Cl:19][C:20]1[CH:25]=[C:24]([N:26]=[C:27]=[O:28])[CH:23]=[CH:22][C:21]=1[F:29].FC1C=CC(C)=CC=1N=C=O, predict the reaction product. The product is: [NH2:17][C:16]1[C:9]2[C:10](=[CH:11][N:12]=[CH:13][C:8]=2[C:5]2[CH:4]=[CH:3][C:2]([NH:1][C:27]([NH:26][C:24]3[CH:23]=[CH:22][C:21]([F:29])=[C:20]([Cl:19])[CH:25]=3)=[O:28])=[CH:7][CH:6]=2)[N:14]([CH3:18])[N:15]=1. (4) The product is: [CH2:6]([N:12]([CH2:1][CH3:2])[CH2:13][CH:14]([NH:22][C:23]1[CH:24]=[C:25]2[C:34](=[CH:35][CH:36]=1)[S:33][C:32]1[C:31]([C:37]3[NH:42][C:41](=[O:43])[CH:40]=[C:39]([N:44]4[CH2:49][CH2:48][O:47][CH2:46][CH2:45]4)[CH:38]=3)=[CH:30][CH:29]=[CH:28][C:27]=1[S:26]2)[C:15]1[CH:20]=[N:19][C:18]([CH3:21])=[CH:17][N:16]=1)[CH3:7]. Given the reactants [CH:1](=O)[CH3:2].B.N1C=CC=[CH:7][C:6]=1C.[NH2:12][CH2:13][CH:14]([NH:22][C:23]1[CH:24]=[C:25]2[C:34](=[CH:35][CH:36]=1)[S:33][C:32]1[C:31]([C:37]3[NH:42][C:41](=[O:43])[CH:40]=[C:39]([N:44]4[CH2:49][CH2:48][O:47][CH2:46][CH2:45]4)[CH:38]=3)=[CH:30][CH:29]=[CH:28][C:27]=1[S:26]2)[C:15]1[CH:20]=[N:19][C:18]([CH3:21])=[CH:17][N:16]=1.C(=O)([O-])O.[Na+], predict the reaction product. (5) Given the reactants [Cl:1][C:2]1[N:10]=[CH:9][N:8]=[C:7]2[C:3]=1[N:4]=[CH:5][N:6]2[CH2:11][C:12]1[CH:17]=[CH:16][C:15]([O:18][CH3:19])=[CH:14][CH:13]=1.[Li+].[CH3:21]C([N-]C(C)C)C.IC.[NH4+].[Cl-], predict the reaction product. The product is: [Cl:1][C:2]1[N:10]=[CH:9][N:8]=[C:7]2[C:3]=1[N:4]=[C:5]([CH3:21])[N:6]2[CH2:11][C:12]1[CH:17]=[CH:16][C:15]([O:18][CH3:19])=[CH:14][CH:13]=1. (6) The product is: [CH3:38][O:37][C:34]1[CH:35]=[CH:36][C:31]([C:28]2[CH:29]=[N:30][C:25]([N:13]3[CH2:14][C:15]4[C:16](=[O:43])[C:17]5[CH:18]=[CH:19][CH:20]=[CH:21][C:22]=5[NH:23][C:24]=4[CH:12]3[C:7]3[CH:8]=[CH:9][C:10]4[O:11][CH2:3][O:4][C:5]=4[CH:6]=3)=[N:26][CH:27]=2)=[CH:32][CH:33]=1. Given the reactants [H-].[Na+].[CH2:3]1[O:11][C:10]2[CH:9]=[CH:8][C:7]([CH:12]3[C:24]4[NH:23][C:22]5[C:17](=[CH:18][CH:19]=[CH:20][CH:21]=5)[C:16]=4[CH2:15][CH2:14][N:13]3[C:25]3[N:30]=[CH:29][C:28]([C:31]4[CH:36]=[CH:35][C:34]([O:37][CH3:38])=[CH:33][CH:32]=4)=[CH:27][N:26]=3)=[CH:6][C:5]=2[O:4]1.CN(C=[O:43])C, predict the reaction product. (7) The product is: [CH3:38][O:37][C:34]1[CH:35]=[C:36]2[C:31](=[CH:32][C:33]=1[O:39][CH3:40])[N:30]=[N:29][CH:28]=[C:27]2[N:6]1[C:14]2[C:9](=[CH:10][CH:11]=[CH:12][CH:13]=2)[C:8]([C:15]([OH:17])=[O:16])=[N:7]1. Given the reactants C([Li])CCC.[NH:6]1[C:14]2[C:9](=[CH:10][CH:11]=[CH:12][CH:13]=2)[C:8]([C:15]([OH:17])=[O:16])=[N:7]1.O1C2C=CC=CC=2N=C1[C:27]1[C:36]2[C:31](=[CH:32][C:33]([O:39][CH3:40])=[C:34]([O:37][CH3:38])[CH:35]=2)[N:30]=[N:29][CH:28]=1.C(N(CC)CC)C, predict the reaction product.